Dataset: Full USPTO retrosynthesis dataset with 1.9M reactions from patents (1976-2016). Task: Predict the reactants needed to synthesize the given product. (1) The reactants are: [CH2:1]([C:8]1[N:12]=[C:11]([NH:13][C:14]([C:16]2[CH:32]=[CH:31][C:19]([O:20][C@@H:21]3[CH2:26][CH2:25][C@H:24]([C:27]([O:29]C)=[O:28])[CH2:23][CH2:22]3)=[CH:18][CH:17]=2)=[O:15])[O:10][N:9]=1)[C:2]1[CH:7]=[CH:6][CH:5]=[CH:4][CH:3]=1.O.[OH-].[Li+].Cl. Given the product [CH2:1]([C:8]1[N:12]=[C:11]([NH:13][C:14]([C:16]2[CH:32]=[CH:31][C:19]([O:20][C@@H:21]3[CH2:22][CH2:23][C@H:24]([C:27]([OH:29])=[O:28])[CH2:25][CH2:26]3)=[CH:18][CH:17]=2)=[O:15])[O:10][N:9]=1)[C:2]1[CH:3]=[CH:4][CH:5]=[CH:6][CH:7]=1, predict the reactants needed to synthesize it. (2) Given the product [CH2:21]([NH:20][C:18](/[C:17](=[CH:8]/[CH:7]=[CH:6]/[C:5]1[CH:10]=[CH:11][C:12]([O:13][CH3:14])=[C:3]([O:2][CH3:1])[CH:4]=1)/[C:15]#[N:16])=[O:19])[C:22]1[CH:27]=[CH:26][CH:25]=[CH:24][CH:23]=1, predict the reactants needed to synthesize it. The reactants are: [CH3:1][O:2][C:3]1[CH:4]=[C:5]([CH:10]=[CH:11][C:12]=1[O:13][CH3:14])[CH:6]=[CH:7][CH:8]=O.[C:15]([CH2:17][C:18]([N-:20][CH2:21][C:22]1[CH:27]=[CH:26][CH:25]=[CH:24][CH:23]=1)=[O:19])#[N:16]. (3) Given the product [Na+:17].[CH3:15][C:11]1[C:9]2[N:10]=[C:6]([C:4]([O-:5])=[O:3])[O:7][C:8]=2[CH:14]=[CH:13][CH:12]=1, predict the reactants needed to synthesize it. The reactants are: C([O:3][C:4]([C:6]1[O:7][C:8]2[CH:14]=[CH:13][CH:12]=[C:11]([CH3:15])[C:9]=2[N:10]=1)=[O:5])C.[OH-].[Na+:17]. (4) Given the product [OH:9][CH2:8][C:7]1[C:6]([CH3:19])=[N:5][C:4]([CH2:20][C:21]([CH3:23])([CH3:22])[CH3:24])=[C:3]([C:11]=1[C:12]1[CH:17]=[CH:16][C:15]([CH3:18])=[CH:14][CH:13]=1)[C:1]#[N:2], predict the reactants needed to synthesize it. The reactants are: [C:1]([C:3]1[C:4]([CH2:20][C:21]([CH3:24])([CH3:23])[CH3:22])=[N:5][C:6]([CH3:19])=[C:7]([C:11]=1[C:12]1[CH:17]=[CH:16][C:15]([CH3:18])=[CH:14][CH:13]=1)[C:8](O)=[O:9])#[N:2].CN(C)C=O.C(Cl)(=O)C(Cl)=O.[BH4-].[Na+]. (5) Given the product [C:1]([C:3]1[CH:8]=[CH:7][C:6]([C@@H:9]2[C:14]([C:15]#[N:16])=[C:13]([CH3:17])[N:12]([C:18]3[CH:23]=[CH:22][CH:21]=[C:20]([C:24]([F:27])([F:26])[F:25])[CH:19]=3)[C:11](=[O:28])[N:10]2[S:36]([CH3:35])(=[O:38])=[O:37])=[C:5]([S:29]([CH3:32])(=[O:31])=[O:30])[CH:4]=1)#[N:2], predict the reactants needed to synthesize it. The reactants are: [C:1]([C:3]1[CH:8]=[CH:7][C:6]([C@@H:9]2[C:14]([C:15]#[N:16])=[C:13]([CH3:17])[N:12]([C:18]3[CH:23]=[CH:22][CH:21]=[C:20]([C:24]([F:27])([F:26])[F:25])[CH:19]=3)[C:11](=[O:28])[NH:10]2)=[C:5]([S:29]([CH3:32])(=[O:31])=[O:30])[CH:4]=1)#[N:2].[H-].[Na+].[CH3:35][S:36](Cl)(=[O:38])=[O:37].